This data is from Reaction yield outcomes from USPTO patents with 853,638 reactions. The task is: Predict the reaction yield, written as a fraction of the theoretical maximum amount of product (1.0 means a 100% yield; for example, 0.34 means a 34% yield). The reactants are [Cl:1][C:2]1[CH:3]=[C:4]([CH:12]=[CH:13][C:14]=1[C:15]1(O)[CH:22]2[CH2:23][CH:18]3[CH2:19][CH:20]([CH2:24][CH:16]1[CH2:17]3)[CH2:21]2)[C:5]([O:7]C(C)(C)C)=[O:6].C([SiH](CC)CC)C.FC(F)(F)C(O)=O. The catalyst is ClCCl. The product is [CH:16]12[CH2:24][CH:20]3[CH2:19][CH:18]([CH2:23][CH:22]([CH2:21]3)[CH:15]1[C:14]1[CH:13]=[CH:12][C:4]([C:5]([OH:7])=[O:6])=[CH:3][C:2]=1[Cl:1])[CH2:17]2. The yield is 0.570.